This data is from Reaction yield outcomes from USPTO patents with 853,638 reactions. The task is: Predict the reaction yield, written as a fraction of the theoretical maximum amount of product (1.0 means a 100% yield; for example, 0.34 means a 34% yield). (1) The reactants are [N+:1]([O-:4])(O)=[O:2].[Br:5][C:6]1[CH:7]=[C:8]2[C:13](=[C:14]([O:16][CH3:17])[CH:15]=1)[N:12]=[CH:11][NH:10][C:9]2=[O:18]. The catalyst is S(=O)(=O)(O)O. The product is [Br:5][C:6]1[C:7]([N+:1]([O-:4])=[O:2])=[C:8]2[C:13](=[C:14]([O:16][CH3:17])[CH:15]=1)[N:12]=[CH:11][NH:10][C:9]2=[O:18]. The yield is 0.970. (2) The yield is 0.697. The catalyst is CN(C)C=O.O.S([O-])([O-])(=O)=O.[Cu+2]. The product is [F:20][C:14]1[CH:15]=[C:16]([F:19])[CH:17]=[CH:18][C:13]=1[C:5]([OH:12])([CH2:6][N:7]1[CH:11]=[N:10][CH:9]=[N:8]1)[CH2:4][N:1]1[CH:23]=[C:22]([CH2:21][O:24][C:25]2[CH:30]=[CH:29][C:28](/[CH:31]=[CH:32]/[C:33]([C:35]3[CH:40]=[CH:39][C:38]([N:41]4[CH2:46][CH2:45][N:44]([CH2:47][CH2:48][CH3:49])[CH2:43][CH2:42]4)=[CH:37][CH:36]=3)=[O:34])=[CH:27][CH:26]=2)[N:3]=[N:2]1. The reactants are [N:1]([CH2:4][C:5]([C:13]1[CH:18]=[CH:17][C:16]([F:19])=[CH:15][C:14]=1[F:20])([OH:12])[CH2:6][N:7]1[CH:11]=[N:10][CH:9]=[N:8]1)=[N+:2]=[N-:3].[CH2:21]([O:24][C:25]1[CH:30]=[CH:29][C:28](/[CH:31]=[CH:32]/[C:33]([C:35]2[CH:40]=[CH:39][C:38]([N:41]3[CH2:46][CH2:45][N:44]([CH2:47][CH2:48][CH3:49])[CH2:43][CH2:42]3)=[CH:37][CH:36]=2)=[O:34])=[CH:27][CH:26]=1)[C:22]#[CH:23].O=C1O[C@H]([C@H](CO)O)C([O-])=C1O.[Na+]. (3) The yield is 0.640. The reactants are [O:1]=[C:2]1[C:10]2[C:5](=[CH:6][CH:7]=[CH:8][CH:9]=2)[C:4]([C:11]2[CH:16]=[CH:15][CH:14]=[CH:13][CH:12]=2)=[C:3]1[C:17]1[CH:22]=[CH:21][C:20]([C:23]2([NH:27]C(=O)OC(C)(C)C)[CH2:26][CH2:25][CH2:24]2)=[CH:19][CH:18]=1.[ClH:35]. The catalyst is C(Cl)Cl.CCOCC. The product is [ClH:35].[NH2:27][C:23]1([C:20]2[CH:21]=[CH:22][C:17]([C:3]3[C:2](=[O:1])[C:10]4[C:5]([C:4]=3[C:11]3[CH:12]=[CH:13][CH:14]=[CH:15][CH:16]=3)=[CH:6][CH:7]=[CH:8][CH:9]=4)=[CH:18][CH:19]=2)[CH2:26][CH2:25][CH2:24]1. (4) The reactants are [Cl:1][C:2]1[CH:39]=[CH:38][C:5]([O:6][C:7]2[CH:12]=[CH:11][C:10]([NH:13][C:14]3[O:18][C:17]([C:19]([NH:21][C:22]4[CH:23]=[CH:24][C:25]([N:28]5[CH2:33][CH2:32][CH:31]([C:34]([O:36]C)=[O:35])[CH2:30][CH2:29]5)=[N:26][CH:27]=4)=[O:20])=[N:16][N:15]=3)=[CH:9][CH:8]=2)=[CH:4][CH:3]=1.[OH-].[Na+]. The catalyst is CO. The product is [Cl:1][C:2]1[CH:39]=[CH:38][C:5]([O:6][C:7]2[CH:8]=[CH:9][C:10]([NH:13][C:14]3[O:18][C:17]([C:19]([NH:21][C:22]4[CH:23]=[CH:24][C:25]([N:28]5[CH2:33][CH2:32][CH:31]([C:34]([OH:36])=[O:35])[CH2:30][CH2:29]5)=[N:26][CH:27]=4)=[O:20])=[N:16][N:15]=3)=[CH:11][CH:12]=2)=[CH:4][CH:3]=1. The yield is 0.860. (5) The reactants are Br[CH2:2][CH:3]=[C:4]([CH3:6])[CH3:5].C(=O)([O-])[O-].[K+].[K+].[CH3:13][C:14]1[CH:19]=[CH:18][C:17]([CH3:20])=[CH:16][C:15]=1[SH:21]. The catalyst is CC(C)=O. The product is [CH3:5][C:4](=[CH:3][CH2:2][S:21][C:15]1[CH:16]=[C:17]([CH3:20])[CH:18]=[CH:19][C:14]=1[CH3:13])[CH3:6]. The yield is 1.00. (6) The reactants are Br[C:2]1[CH:7]=[CH:6][C:5]([S:8]([NH:11][CH3:12])(=[O:10])=[O:9])=[CH:4][CH:3]=1.[B:13](OC(C)C)([O:18]C(C)C)[O:14]C(C)C.[Li]CCCC.Cl. The catalyst is C1COCC1. The product is [CH3:12][NH:11][S:8]([C:5]1[CH:6]=[CH:7][C:2]([B:13]([OH:18])[OH:14])=[CH:3][CH:4]=1)(=[O:10])=[O:9]. The yield is 0.960. (7) The reactants are [F:1][C:2]1[CH:3]=[C:4]([CH:34]=[CH:35][CH:36]=1)[CH2:5][N:6]1[C:14]2[C:9](=[CH:10][C:11]([NH:15][C:16]3[C:21]4=[C:22]([CH2:25][N:26]5[CH2:31][CH2:30][CH:29]([C:32]#[N:33])[CH2:28][CH2:27]5)[CH:23]=[CH:24][N:20]4[N:19]=[CH:18][N:17]=3)=[CH:12][CH:13]=2)[CH:8]=[N:7]1.[N-:37]=[N+:38]=[N-:39].[Na+].[Cl-].[NH4+]. The catalyst is CN(C=O)C.C(Cl)Cl. The product is [F:1][C:2]1[CH:3]=[C:4]([CH:34]=[CH:35][CH:36]=1)[CH2:5][N:6]1[C:14]2[C:9](=[CH:10][C:11]([NH:15][C:16]3[C:21]4=[C:22]([CH2:25][N:26]5[CH2:27][CH2:28][CH:29]([C:32]6[NH:39][N:38]=[N:37][N:33]=6)[CH2:30][CH2:31]5)[CH:23]=[CH:24][N:20]4[N:19]=[CH:18][N:17]=3)=[CH:12][CH:13]=2)[CH:8]=[N:7]1. The yield is 0.240. (8) The reactants are N(C(OC(C)(C)C)=O)=NC(OC(C)(C)C)=O.[N:17]1[CH:22]=[CH:21][C:20]([OH:23])=[CH:19][CH:18]=1.[F:24][CH2:25][CH:26](O)[CH2:27][F:28].C1(P(C2C=CC=CC=2)C2C=CC=CC=2)C=CC=CC=1. The catalyst is ClCCl. The product is [F:24][CH2:25][CH:26]([O:23][C:20]1[CH:21]=[CH:22][N:17]=[CH:18][CH:19]=1)[CH2:27][F:28]. The yield is 0.500. (9) The reactants are Br[CH:2]([CH3:11])[C:3](=O)[CH:4]([CH3:9])[C:5]([O:7][CH3:8])=[O:6].[CH2:12](O)C.[NH2:15][C:16]([NH2:18])=[S:17]. No catalyst specified. The product is [NH2:15][C:16]1[S:17][C:2]([CH3:11])=[C:3]([CH:4]([CH3:9])[C:5]([O:7][CH2:8][CH3:12])=[O:6])[N:18]=1. The yield is 0.830.